This data is from Reaction yield outcomes from USPTO patents with 853,638 reactions. The task is: Predict the reaction yield, written as a fraction of the theoretical maximum amount of product (1.0 means a 100% yield; for example, 0.34 means a 34% yield). (1) The reactants are Cl[C:2]1[C:11]2[C:6](=[CH:7][C:8]([O:14][CH2:15][CH2:16][CH2:17][N:18]3[CH2:23][CH2:22][N:21]([CH2:24][CH2:25][F:26])[CH2:20][CH2:19]3)=[C:9]([O:12][CH3:13])[CH:10]=2)[N:5]=[CH:4][N:3]=1.C(=O)([O-])[O-].[K+].[K+].[OH:33][C:34]1[CH:35]=[C:36]2[C:40](=[CH:41][CH:42]=1)[NH:39][C:38]([CH3:43])=[CH:37]2. The catalyst is CC(N(C)C)=O. The product is [F:26][CH2:25][CH2:24][N:21]1[CH2:22][CH2:23][N:18]([CH2:17][CH2:16][CH2:15][O:14][C:8]2[CH:7]=[C:6]3[C:11]([C:2]([O:33][C:34]4[CH:35]=[C:36]5[C:40](=[CH:41][CH:42]=4)[NH:39][C:38]([CH3:43])=[CH:37]5)=[N:3][CH:4]=[N:5]3)=[CH:10][C:9]=2[O:12][CH3:13])[CH2:19][CH2:20]1. The yield is 0.480. (2) The reactants are FC(F)(F)C(O)=O.[N:8]1[C:13]2[NH:14][C:15]3[CH:25]=[N:24][CH:23]=[CH:22][C:16]=3/[C:17](=[N:20]/[OH:21])/[C:18](=O)[C:12]=2[CH:11]=[CH:10][CH:9]=1.[Cl:26][C:27]1[CH:34]=[C:33]([CH2:35][O:36][Si:37]([CH:44]([CH3:46])[CH3:45])([CH:41]([CH3:43])[CH3:42])[CH:38]([CH3:40])[CH3:39])[CH:32]=[C:31]([Cl:47])[C:28]=1[CH:29]=O.C([O-])(=O)C.[NH4+:52]. The catalyst is C(O)(=O)C. The product is [Cl:26][C:27]1[CH:34]=[C:33]([CH2:35][O:36][Si:37]([CH:44]([CH3:46])[CH3:45])([CH:41]([CH3:43])[CH3:42])[CH:38]([CH3:40])[CH3:39])[CH:32]=[C:31]([Cl:47])[C:28]=1[C:29]1[N:20]([OH:21])[C:17]2[C:16]3[CH:22]=[CH:23][N:24]=[CH:25][C:15]=3[NH:14][C:13]3[N:8]=[CH:9][CH:10]=[CH:11][C:12]=3[C:18]=2[N:52]=1. The yield is 1.00.